From a dataset of Catalyst prediction with 721,799 reactions and 888 catalyst types from USPTO. Predict which catalyst facilitates the given reaction. (1) The catalyst class is: 221. Product: [F:30][C:2]1([F:1])[CH2:7][CH2:6][N:5]([C:8]([C:10]2[N:11]([C:36]3[CH:37]=[CH:38][C:33]([C:32]([F:43])([F:42])[F:31])=[CH:34][CH:35]=3)[C:12]3[C:17]([CH:18]=2)=[CH:16][C:15]([C:19]([N:21]2[CH2:22][CH2:23][N:24]([CH:27]([CH3:28])[CH3:29])[CH2:25][CH2:26]2)=[O:20])=[CH:14][CH:13]=3)=[O:9])[CH2:4][CH2:3]1. Reactant: [F:1][C:2]1([F:30])[CH2:7][CH2:6][N:5]([C:8]([C:10]2[NH:11][C:12]3[C:17]([CH:18]=2)=[CH:16][C:15]([C:19]([N:21]2[CH2:26][CH2:25][N:24]([CH:27]([CH3:29])[CH3:28])[CH2:23][CH2:22]2)=[O:20])=[CH:14][CH:13]=3)=[O:9])[CH2:4][CH2:3]1.[F:31][C:32]([F:43])([F:42])[C:33]1[CH:38]=[CH:37][C:36](B(O)O)=[CH:35][CH:34]=1.N1C=CC=CC=1. (2) The catalyst class is: 93. Product: [CH3:3][O:4][C:5]1[CH:6]=[CH:7][C:8]([C:11]2[C:15]3[C:16]([NH:20][CH2:21][C:22]([CH3:26])([CH3:25])[CH2:23][O:24][CH2:34][C:35]([O:37][C:38]([CH3:41])([CH3:40])[CH3:39])=[O:36])=[N:17][CH:18]=[CH:19][C:14]=3[O:13][C:12]=2[C:27]2[CH:32]=[CH:31][CH:30]=[CH:29][CH:28]=2)=[CH:9][CH:10]=1. Reactant: [OH-].[Na+].[CH3:3][O:4][C:5]1[CH:10]=[CH:9][C:8]([C:11]2[C:15]3[C:16]([NH:20][CH2:21][C:22]([CH3:26])([CH3:25])[CH2:23][OH:24])=[N:17][CH:18]=[CH:19][C:14]=3[O:13][C:12]=2[C:27]2[CH:32]=[CH:31][CH:30]=[CH:29][CH:28]=2)=[CH:7][CH:6]=1.Br[CH2:34][C:35]([O:37][C:38]([CH3:41])([CH3:40])[CH3:39])=[O:36]. (3) Reactant: [Br:1][C@@H:2]1[C@H:8]2[CH2:9][C@H:5]([C:6](=[O:10])[O:7]2)[CH2:4][CH2:3]1.[NH3:11]. Product: [Br:1][C@H:2]1[CH2:3][CH2:4][C@@H:5]([C:6]([NH2:11])=[O:10])[CH2:9][C@H:8]1[OH:7]. The catalyst class is: 5. (4) Reactant: [NH2:1][CH:2]1[CH2:7][CH2:6][CH2:5][CH:4]([NH:8][C:9]([NH:23][C:24]2[CH:29]=[CH:28][CH:27]=[C:26]([F:30])[CH:25]=2)=[N:10][C:11]([C:13]2[CH:17]=[C:16]([CH3:18])[O:15][C:14]=2[C:19]([F:22])([F:21])[F:20])=[O:12])[CH2:3]1.C(N(C(C)C)CC)(C)C.[CH2:40]([O:42][C:43](Cl)=[O:44])[CH3:41]. Product: [F:30][C:26]1[CH:25]=[C:24]([NH:23][C:9](=[N:10][C:11]([C:13]2[CH:17]=[C:16]([CH3:18])[O:15][C:14]=2[C:19]([F:20])([F:21])[F:22])=[O:12])[NH:8][CH:4]2[CH2:5][CH2:6][CH2:7][CH:2]([NH:1][C:43](=[O:44])[O:42][CH2:40][CH3:41])[CH2:3]2)[CH:29]=[CH:28][CH:27]=1. The catalyst class is: 4.